This data is from Reaction yield outcomes from USPTO patents with 853,638 reactions. The task is: Predict the reaction yield, written as a fraction of the theoretical maximum amount of product (1.0 means a 100% yield; for example, 0.34 means a 34% yield). (1) The product is [CH:12]([C:11]1[C:10]([OH:15])=[C:9]([CH3:16])[N:8]=[CH:7][C:6]=1[CH:5]=[CH:4][C:1]([OH:3])=[O:2])=[O:13]. The yield is 0.524. The reactants are [C:1]([CH2:4][CH2:5][C:6]1[C:11]([C:12](O)=[O:13])=[C:10]([OH:15])[C:9]([CH3:16])=[N:8][CH:7]=1)([OH:3])=[O:2].Cl. The catalyst is CO. (2) The reactants are Cl[C:2]1[N:3]=[C:4]([OH:12])[C:5]2[CH:11]=[CH:10][N:9]=[CH:8][C:6]=2[N:7]=1.[CH2:13]([N:20]([CH3:28])[C:21]1[CH:22]=[C:23]([OH:27])[CH:24]=[CH:25][CH:26]=1)[C:14]1[CH:19]=[CH:18][CH:17]=[CH:16][CH:15]=1. No catalyst specified. The product is [CH2:13]([N:20]([CH3:28])[C:21]1[CH:22]=[C:23]([CH:24]=[CH:25][CH:26]=1)[O:27][C:2]1[N:3]=[C:4]([OH:12])[C:5]2[CH:11]=[CH:10][N:9]=[CH:8][C:6]=2[N:7]=1)[C:14]1[CH:15]=[CH:16][CH:17]=[CH:18][CH:19]=1. The yield is 0.190. (3) The reactants are [N:1]1[C:8]([Cl:9])=[N:7][C:5]([Cl:6])=[N:4][C:2]=1[Cl:3].[Cl-].[Al+3].[Cl-].[Cl-].[OH-].[Al+3].[OH-].[OH-].[C:18]1([CH3:25])[CH:23]=[CH:22][CH:21]=[C:20]([CH3:24])[CH:19]=1. The catalyst is ClC1C=CC=CC=1. The product is [N:1]1[C:8]([Cl:9])=[N:7][C:5]([Cl:6])=[N:4][C:2]=1[Cl:3].[Cl:3][C:2]1[N:4]=[C:5]([C:23]2[CH:22]=[CH:21][C:20]([CH3:24])=[CH:19][C:18]=2[CH3:25])[N:7]=[C:8]([C:23]2[CH:22]=[CH:21][C:20]([CH3:24])=[CH:19][C:18]=2[CH3:25])[N:1]=1.[CH3:25][C:18]1[CH:19]=[C:20]([CH3:24])[CH:21]=[CH:22][C:23]=1[C:2]1[N:4]=[C:5]([C:23]2[CH:22]=[CH:21][C:20]([CH3:24])=[CH:19][C:18]=2[CH3:25])[N:7]=[C:8]([C:23]2[CH:22]=[CH:21][C:20]([CH3:24])=[CH:19][C:18]=2[CH3:25])[N:1]=1. The yield is 0.980.